Dataset: Reaction yield outcomes from USPTO patents with 853,638 reactions. Task: Predict the reaction yield, written as a fraction of the theoretical maximum amount of product (1.0 means a 100% yield; for example, 0.34 means a 34% yield). (1) The catalyst is O1CCCC1. The product is [NH2:6][CH2:4][C@H:2]([NH:1][C:7](=[O:8])[O:9][C:10]([CH3:13])([CH3:12])[CH3:11])[CH3:3]. The reactants are [NH:1]([C:7]([O:9][C:10]([CH3:13])([CH3:12])[CH3:11])=[O:8])[C@@H:2]([C:4]([NH2:6])=O)[CH3:3]. The yield is 0.350. (2) The reactants are [CH3:1][N:2]1[C:6]([C:7]([OH:9])=O)=[CH:5][C:4]([C:10]([F:13])([F:12])[F:11])=[N:3]1.O1CCCC1.C(Cl)(=O)C(Cl)=O.[NH2:25][C:26]1[CH:27]=[C:28]([CH:45]=[CH:46][C:47]=1[F:48])[O:29][C:30]1[CH:31]=[CH:32][C:33]2[N:34]([CH:36]=[C:37]([NH:39][C:40]([CH:42]3[CH2:44][CH2:43]3)=[O:41])[N:38]=2)[N:35]=1. The catalyst is CN(C)C=O.CN(C)C(=O)C. The product is [CH:42]1([C:40]([NH:39][C:37]2[N:38]=[C:33]3[CH:32]=[CH:31][C:30]([O:29][C:28]4[CH:45]=[CH:46][C:47]([F:48])=[C:26]([NH:25][C:7]([C:6]5[N:2]([CH3:1])[N:3]=[C:4]([C:10]([F:13])([F:12])[F:11])[CH:5]=5)=[O:9])[CH:27]=4)=[N:35][N:34]3[CH:36]=2)=[O:41])[CH2:43][CH2:44]1. The yield is 0.770. (3) The reactants are O.[NH:2]1[C:6]([CH2:7][CH2:8][CH:9]2[CH2:18][CH2:17][CH:16]3[CH:11]([CH2:12][CH:13]([C:19]([OH:21])=[O:20])[NH:14][CH2:15]3)[CH2:10]2)=[N:5][N:4]=[N:3]1.Cl.[CH2:23](O)[CH3:24]. No catalyst specified. The product is [CH2:23]([O:20][C:19]([CH:13]1[CH2:12][CH:11]2[CH:16]([CH2:17][CH2:18][CH:9]([CH2:8][CH2:7][C:6]3[N:5]=[N:4][NH:3][N:2]=3)[CH2:10]2)[CH2:15][NH:14]1)=[O:21])[CH3:24]. The yield is 1.00. (4) The reactants are [OH:1][C:2]1[C:3]2[C:22]([CH3:23])=[CH:21][S:20][C:4]=2[N:5]([CH3:19])[C:6](=[O:18])[C:7]=1[C:8]([N:10]([C:12]1[CH:17]=[CH:16][CH:15]=[CH:14][CH:13]=1)[CH3:11])=[O:9].[C:24]([O:30][CH2:31]Cl)(=[O:29])[C:25]([CH3:28])([CH3:27])[CH3:26].N12CCCN=C1CCCCC2.[I-].[K+].Cl. The catalyst is CN(C=O)C. The product is [CH3:23][C:22]1[C:3]2[C:2]([O:1][CH2:31][O:30][C:24](=[O:29])[C:25]([CH3:28])([CH3:27])[CH3:26])=[C:7]([C:8](=[O:9])[N:10]([CH3:11])[C:12]3[CH:17]=[CH:16][CH:15]=[CH:14][CH:13]=3)[C:6](=[O:18])[N:5]([CH3:19])[C:4]=2[S:20][CH:21]=1. The yield is 0.510. (5) The reactants are [F:1][C:2]1[CH:7]=[C:6]([F:8])[CH:5]=[CH:4][C:3]=1[C:9]1[N:10]=[C:11]2[C:16]([CH2:17][CH3:18])=[N:15][CH:14]=[CH:13][N:12]2[C:19]=1[C:20]1[CH:25]=[CH:24][N:23]=[C:22](S(C)(=O)=O)[N:21]=1.[NH2:30][CH2:31][C:32]([CH3:35])([OH:34])[CH3:33]. The catalyst is C(#N)C. The product is [F:1][C:2]1[CH:7]=[C:6]([F:8])[CH:5]=[CH:4][C:3]=1[C:9]1[N:10]=[C:11]2[C:16]([CH2:17][CH3:18])=[N:15][CH:14]=[CH:13][N:12]2[C:19]=1[C:20]1[CH:25]=[CH:24][N:23]=[C:22]([NH:30][CH2:31][C:32]([CH3:35])([OH:34])[CH3:33])[N:21]=1. The yield is 0.760. (6) The reactants are Cl[C:2]1[N:7]=[C:6]([CH3:8])[N:5]=[C:4]([N:9]2[CH2:18][CH2:17][N:16]3[C@H:11]([CH2:12][O:13][CH2:14][CH2:15]3)[CH2:10]2)[C:3]=1[F:19].O.[NH2:21][NH2:22]. The catalyst is O1CCOCC1. The product is [F:19][C:3]1[C:4]([N:9]2[CH2:18][CH2:17][N:16]3[C@H:11]([CH2:12][O:13][CH2:14][CH2:15]3)[CH2:10]2)=[N:5][C:6]([CH3:8])=[N:7][C:2]=1[NH:21][NH2:22]. The yield is 0.920. (7) The reactants are [CH2:1]([O:4][C:5]1[CH:10]=[C:9]([Cl:11])[C:8]([CH2:12][C:13]2[CH:18]=[CH:17][C:16]([O:19][CH2:20][CH3:21])=[CH:15][CH:14]=2)=[CH:7][C:6]=1[C@@H:22]1[O:27][C@H:26]([CH2:28][OH:29])[C@@H:25]([O:30][CH2:31][C:32]2[CH:37]=[CH:36][CH:35]=[CH:34][CH:33]=2)[C@H:24]([O:38][CH2:39][C:40]2[CH:45]=[CH:44][CH:43]=[CH:42][CH:41]=2)[C@H:23]1[O:46][CH2:47][C:48]1[CH:53]=[CH:52][CH:51]=[CH:50][CH:49]=1)[CH:2]=[CH2:3].[H-].[Na+].[CH2:56](Br)[CH:57]=[CH2:58]. The catalyst is CN(C)C=O. The product is [CH2:1]([O:4][C:5]1[CH:10]=[C:9]([Cl:11])[C:8]([CH2:12][C:13]2[CH:14]=[CH:15][C:16]([O:19][CH2:20][CH3:21])=[CH:17][CH:18]=2)=[CH:7][C:6]=1[C@H:22]1[C@H:23]([O:46][CH2:47][C:48]2[CH:53]=[CH:52][CH:51]=[CH:50][CH:49]=2)[C@@H:24]([O:38][CH2:39][C:40]2[CH:41]=[CH:42][CH:43]=[CH:44][CH:45]=2)[C@H:25]([O:30][CH2:31][C:32]2[CH:37]=[CH:36][CH:35]=[CH:34][CH:33]=2)[C@@H:26]([CH2:28][O:29][CH2:58][CH:57]=[CH2:56])[O:27]1)[CH:2]=[CH2:3]. The yield is 0.710. (8) The reactants are [C:1]([C:5]1[C:6]([OH:32])=[C:7]([C:25]([CH3:31])=[C:26]([N+:28]([O-])=O)[CH:27]=1)[C:8]([NH:10][C:11]1[CH:16]=[CH:15][C:14]([S:17]([C:20]([F:23])([F:22])[F:21])(=[O:19])=[O:18])=[CH:13][C:12]=1[Cl:24])=[O:9])([CH3:4])([CH3:3])[CH3:2]. The catalyst is C(O)(=O)C.[Zn]. The product is [NH2:28][C:26]1[C:25]([CH3:31])=[C:7]([C:6]([OH:32])=[C:5]([C:1]([CH3:2])([CH3:3])[CH3:4])[CH:27]=1)[C:8]([NH:10][C:11]1[CH:16]=[CH:15][C:14]([S:17]([C:20]([F:23])([F:21])[F:22])(=[O:19])=[O:18])=[CH:13][C:12]=1[Cl:24])=[O:9]. The yield is 0.950.